This data is from Reaction yield outcomes from USPTO patents with 853,638 reactions. The task is: Predict the reaction yield, written as a fraction of the theoretical maximum amount of product (1.0 means a 100% yield; for example, 0.34 means a 34% yield). (1) The reactants are Cl[C:2]1[C:7]2[NH:8][C:9]3[CH:10]=[C:11]([C:15](=[O:17])[CH3:16])[CH:12]=[CH:13][C:14]=3[C:6]=2[C:5]([C:18]2[CH:23]=[CH:22][CH:21]=[C:20]([N+:24]([O-])=O)[C:19]=2[CH3:27])=[N:4][N:3]=1.[CH3:28]O.[C:30]([O-:33])(=[O:32])C.[Na+]. The catalyst is C1C=CC(P(C2C=CC=CC=2)[C-]2C=CC=C2)=CC=1.C1C=CC(P(C2C=CC=CC=2)[C-]2C=CC=C2)=CC=1.[Fe+2].C([O-])(=O)C.[Pd+2].C([O-])(=O)C.CO.C(Cl)Cl. The product is [C:15]([C:11]1[CH:12]=[CH:13][C:14]2[C:6]3[C:5]([C:18]4[CH:23]=[CH:22][CH:21]=[C:20]([NH2:24])[C:19]=4[CH3:27])=[N:4][N:3]=[C:2]([C:30]([O:33][CH3:28])=[O:32])[C:7]=3[NH:8][C:9]=2[CH:10]=1)(=[O:17])[CH3:16]. The yield is 0.609. (2) The reactants are Cl[C:2]1[CH:3]=[C:4]([C:14]([NH:16][CH2:17][C:18]2[C:19](=[O:26])[NH:20][C:21]([CH3:25])=[CH:22][C:23]=2[CH3:24])=[O:15])[C:5]2[CH:10]=[N:9][N:8]([CH:11]([CH3:13])[CH3:12])[C:6]=2[N:7]=1.[O:27]=[C:28]1[NH:33][C:32](=[O:34])[C:31](B(O)O)=[CH:30][NH:29]1.C(=O)(O)[O-].[Na+].O. The catalyst is COCCOC.O.C1C=CC(P(C2C=CC=CC=2)[C-]2C=CC=C2)=CC=1.C1C=CC(P(C2C=CC=CC=2)[C-]2C=CC=C2)=CC=1.Cl[Pd]Cl.[Fe+2].C(Cl)Cl. The product is [CH3:24][C:23]1[CH:22]=[C:21]([CH3:25])[NH:20][C:19](=[O:26])[C:18]=1[CH2:17][NH:16][C:14]([C:4]1[C:5]2[CH:10]=[N:9][N:8]([CH:11]([CH3:13])[CH3:12])[C:6]=2[N:7]=[C:2]([C:31]2[C:32](=[O:34])[NH:33][C:28](=[O:27])[NH:29][CH:30]=2)[CH:3]=1)=[O:15]. The yield is 0.420. (3) The reactants are [C:1]([O:5][C:6]([NH:8][CH2:9][C@H:10]1[CH2:15][CH2:14][C@H:13]([C:16]2[CH:21]=[CH:20][C:19]([NH:22]C(=O)OCC3C=CC=CC=3)=[CH:18][CH:17]=2)[CH2:12][CH2:11]1)=[O:7])([CH3:4])([CH3:3])[CH3:2]. The catalyst is CCO.CCOC(C)=O.[Pd]. The product is [NH2:22][C:19]1[CH:18]=[CH:17][C:16]([C@H:13]2[CH2:12][CH2:11][C@H:10]([CH2:9][NH:8][C:6](=[O:7])[O:5][C:1]([CH3:3])([CH3:2])[CH3:4])[CH2:15][CH2:14]2)=[CH:21][CH:20]=1. The yield is 0.860. (4) The reactants are Br[CH2:2][C:3]1[NH:8][C:7]([C:9]2[S:10][CH:11]=[N:12][N:13]=2)=[N:6][CH:5]([C:14]2[CH:19]=[CH:18][C:17]([Cl:20])=[CH:16][C:15]=2[Cl:21])[C:4]=1[C:22]([O:24][CH2:25][CH3:26])=[O:23].[NH:27]1[CH2:32][CH2:31][O:30][CH2:29][CH:28]1[C:33]([OH:35])=[O:34]. No catalyst specified. The product is [Cl:21][C:15]1[CH:16]=[C:17]([Cl:20])[CH:18]=[CH:19][C:14]=1[CH:5]1[N:6]=[C:7]([C:9]2[S:10][CH:11]=[N:12][N:13]=2)[NH:8][C:3]([CH2:2][N:27]2[CH2:32][CH2:31][O:30][CH2:29][CH:28]2[C:33]([OH:35])=[O:34])=[C:4]1[C:22]([O:24][CH2:25][CH3:26])=[O:23]. The yield is 0.560. (5) The reactants are [Cl:1][C:2]1[CH:3]=[C:4]([CH:8]=[CH:9][CH:10]=1)[C:5](=[NH:7])[NH2:6].O=[C:12]1[CH2:17][CH2:16][CH2:15][S:14][CH:13]1[C:18](OC)=[O:19].C[O-].[Na+]. The catalyst is C(O)C. The product is [Cl:1][C:2]1[CH:3]=[C:4]([C:5]2[N:6]=[C:18]([OH:19])[C:13]3[S:14][CH2:15][CH2:16][CH2:17][C:12]=3[N:7]=2)[CH:8]=[CH:9][CH:10]=1. The yield is 0.670. (6) The reactants are [F:1][C:2]1[CH:7]=[CH:6][C:5]([F:8])=[CH:4][C:3]=1[C@H:9]1[CH2:13][CH2:12][CH2:11][N:10]1[C:14]1[CH:19]=[CH:18][N:17]2[N:20]=[CH:21][C:22]([NH2:23])=[C:16]2[N:15]=1.[CH3:24][O:25][C:26]([C:28]1([C:31](O)=[O:32])[CH2:30][CH2:29]1)=[O:27].CN(C(ON1N=NC2C=CC=NC1=2)=[N+](C)C)C.F[P-](F)(F)(F)(F)F.CCN(C(C)C)C(C)C. The catalyst is CCOC(C)=O.CN(C=O)C. The product is [F:1][C:2]1[CH:7]=[CH:6][C:5]([F:8])=[CH:4][C:3]=1[C@H:9]1[CH2:13][CH2:12][CH2:11][N:10]1[C:14]1[CH:19]=[CH:18][N:17]2[N:20]=[CH:21][C:22]([NH:23][C:31]([C:28]3([C:26]([O:25][CH3:24])=[O:27])[CH2:30][CH2:29]3)=[O:32])=[C:16]2[N:15]=1. The yield is 0.600. (7) The reactants are [N:1]1[N:5]2[C:6]3[C:11]([CH:12]=[CH:13][C:4]2=[N:3][N:2]=1)=[C:10]([CH2:14][CH:15]=O)[CH:9]=[CH:8][CH:7]=3.[CH3:17][C:18]1[CH:27]=[CH:26][C:25]2[C:20](=[CH:21][CH:22]=[CH:23][C:24]=2[N:28]2[CH2:33][CH2:32][NH:31][C@H:30]([CH3:34])[CH2:29]2)[N:19]=1.C(O[BH-](OC(=O)C)OC(=O)C)(=O)C.[Na+].[Cl:49]CCCl. No catalyst specified. The product is [ClH:49].[ClH:49].[CH3:34][C@@H:30]1[CH2:29][N:28]([C:24]2[CH:23]=[CH:22][CH:21]=[C:20]3[C:25]=2[CH:26]=[CH:27][C:18]([CH3:17])=[N:19]3)[CH2:33][CH2:32][N:31]1[CH2:15][CH2:14][C:10]1[CH:9]=[CH:8][CH:7]=[C:6]2[C:11]=1[CH:12]=[CH:13][C:4]1[N:5]2[N:1]=[N:2][N:3]=1. The yield is 0.610. (8) The reactants are C(Cl)(=O)C(Cl)=O.[N+:7]([C:10]1[CH:18]=[CH:17][CH:16]=[C:12]([C:13](O)=[O:14])[C:11]=1[OH:19])([O-:9])=[O:8].[C]=O.[CH3:22][NH:23][CH3:24]. The catalyst is ClCCl.CN(C)C=O.O1CCCC1. The product is [OH:19][C:11]1[C:10]([N+:7]([O-:9])=[O:8])=[CH:18][CH:17]=[CH:16][C:12]=1[C:13]([N:23]([CH3:24])[CH3:22])=[O:14]. The yield is 0.970. (9) The reactants are [CH3:1][O:2][C:3]([C:5]1[N:6]=[C:7]([NH:10][C:11](=[O:39])[C@@H:12]([N:24]2[C:28](=[O:29])[CH:27]([C:30]3[CH:35]=[CH:34][C:33]([S:36][CH3:37])=[CH:32][CH:31]=3)[NH:26][C:25]2=[O:38])[CH2:13][C:14]2[CH:19]=[CH:18][CH:17]=[CH:16][C:15]=2[C:20]([F:23])([F:22])[F:21])[S:8][CH:9]=1)=[O:4].ClC1C=CC=C(C(OO)=[O:48])C=1. The catalyst is ClCCl. The product is [CH3:1][O:2][C:3]([C:5]1[N:6]=[C:7]([NH:10][C:11](=[O:39])[C@@H:12]([N:24]2[C:28](=[O:29])[CH:27]([C:30]3[CH:31]=[CH:32][C:33]([S:36]([CH3:37])=[O:48])=[CH:34][CH:35]=3)[NH:26][C:25]2=[O:38])[CH2:13][C:14]2[CH:19]=[CH:18][CH:17]=[CH:16][C:15]=2[C:20]([F:23])([F:22])[F:21])[S:8][CH:9]=1)=[O:4]. The yield is 0.520. (10) The reactants are C([O:8][C:9]1[CH:14]=[CH:13][C:12]([N:15]([CH3:26])[C:16]([NH:18][C:19]2[CH:24]=[CH:23][C:22]([F:25])=[CH:21][CH:20]=2)=[O:17])=[C:11]([F:27])[CH:10]=1)C1C=CC=CC=1. The catalyst is CO.[C].[Pd]. The product is [F:27][C:11]1[CH:10]=[C:9]([OH:8])[CH:14]=[CH:13][C:12]=1[N:15]([CH3:26])[C:16]([NH:18][C:19]1[CH:24]=[CH:23][C:22]([F:25])=[CH:21][CH:20]=1)=[O:17]. The yield is 0.711.